Task: Predict the reaction yield, written as a fraction of the theoretical maximum amount of product (1.0 means a 100% yield; for example, 0.34 means a 34% yield).. Dataset: Reaction yield outcomes from USPTO patents with 853,638 reactions (1) The reactants are [CH2:1]([C:5]1[N:6]=[C:7]([CH3:27])[NH:8][C:9](=[O:26])[C:10]=1[CH2:11][C:12]1[CH:17]=[CH:16][C:15]([C:18]2[C:19]([C:24]#[N:25])=[CH:20][CH:21]=[CH:22][CH:23]=2)=[CH:14][CH:13]=1)[CH2:2][CH2:3][CH3:4].N(C(N1CCCCC1)=O)=NC(N1CCCCC1)=O.C(P(CCCC)CCCC)CCC.[CH3:59][C:60]1([CH2:64]O)[CH2:63][O:62][CH2:61]1. The catalyst is C(OCC)(=O)C.O1CCCC1. The product is [CH2:1]([C:5]1[N:6]=[C:7]([CH3:27])[N:8]([CH2:59][C:60]2([CH3:64])[CH2:63][O:62][CH2:61]2)[C:9](=[O:26])[C:10]=1[CH2:11][C:12]1[CH:17]=[CH:16][C:15]([C:18]2[C:19]([C:24]#[N:25])=[CH:20][CH:21]=[CH:22][CH:23]=2)=[CH:14][CH:13]=1)[CH2:2][CH2:3][CH3:4]. The yield is 0.620. (2) The reactants are O1CCCCC1[O:7][CH2:8][CH2:9][O:10][C:11]1[CH:12]=[N:13][CH:14]=[CH:15][CH:16]=1. The catalyst is C(O)(=O)C.C1COCC1.O. The product is [OH:7][CH2:8][CH2:9][O:10][C:11]1[CH:12]=[N:13][CH:14]=[CH:15][CH:16]=1. The yield is 0.860.